This data is from Forward reaction prediction with 1.9M reactions from USPTO patents (1976-2016). The task is: Predict the product of the given reaction. (1) Given the reactants [F:1][C:2]1[C:7]([N:8]2[C:12](OS(C(F)(F)F)(=O)=O)=[CH:11][C:10]([C:21]([O:23][CH2:24][CH3:25])=[O:22])=[N:9]2)=[CH:6][CH:5]=[CH:4][N:3]=1.[F:26][C:27]1[CH:32]=[CH:31][C:30]([SH:33])=[CH:29][CH:28]=1.C(=O)([O-])[O-].[Na+].[Na+].C1(P(C2C=CC=CC=2)C2C3OC4C(=CC=CC=4P(C4C=CC=CC=4)C4C=CC=CC=4)C(C)(C)C=3C=CC=2)C=CC=CC=1, predict the reaction product. The product is: [F:26][C:27]1[CH:32]=[CH:31][C:30]([S:33][C:12]2[N:8]([C:7]3[C:2]([F:1])=[N:3][CH:4]=[CH:5][CH:6]=3)[N:9]=[C:10]([C:21]([O:23][CH2:24][CH3:25])=[O:22])[CH:11]=2)=[CH:29][CH:28]=1. (2) Given the reactants [Si:1]([O:8][CH:9]1[C:15]2[CH:16]=[C:17]([Cl:20])[CH:18]=[CH:19][C:14]=2[C:13](=O)[CH2:12][CH2:11][CH2:10]1)([C:4]([CH3:7])([CH3:6])[CH3:5])([CH3:3])[CH3:2].[CH3:22][O:23][C:24]1[CH:31]=[C:30]([O:32][CH3:33])[CH:29]=[CH:28][C:25]=1[CH2:26][NH2:27].CCN(CC)CC, predict the reaction product. The product is: [Si:1]([O:8][CH:9]1[C:15]2[CH:16]=[C:17]([Cl:20])[CH:18]=[CH:19][C:14]=2[C:13](=[N:27][CH2:26][C:25]2[CH:28]=[CH:29][C:30]([O:32][CH3:33])=[CH:31][C:24]=2[O:23][CH3:22])[CH2:12][CH2:11][CH2:10]1)([C:4]([CH3:5])([CH3:6])[CH3:7])([CH3:2])[CH3:3]. (3) The product is: [CH3:34][N:35]([CH3:36])[CH2:2][C:3]([NH:5][CH2:6][C:7]#[C:8][C:9]1[CH:10]=[C:11]2[C:16](=[CH:17][CH:18]=1)[N:15]=[CH:14][N:13]=[C:12]2[NH:19][C:20]1[CH:25]=[CH:24][C:23]([O:26][C:27]2[CH:28]=[N:29][CH:30]=[CH:31][CH:32]=2)=[C:22]([CH3:33])[CH:21]=1)=[O:4]. Given the reactants Cl[CH2:2][C:3]([NH:5][CH2:6][C:7]#[C:8][C:9]1[CH:10]=[C:11]2[C:16](=[CH:17][CH:18]=1)[N:15]=[CH:14][N:13]=[C:12]2[NH:19][C:20]1[CH:25]=[CH:24][C:23]([O:26][C:27]2[CH:28]=[N:29][CH:30]=[CH:31][CH:32]=2)=[C:22]([CH3:33])[CH:21]=1)=[O:4].[CH3:34][NH:35][CH3:36].C1COCC1, predict the reaction product. (4) Given the reactants [OH:1][CH2:2][CH2:3][O:4][C:5]1[CH:10]=[CH:9][C:8]([C:11]2[CH:12]=[C:13]([C:19]#[N:20])[C:14](=[O:18])[NH:15][C:16]=2[CH3:17])=[CH:7][CH:6]=1.[Na].I([O-])(=O)(=O)=[O:23].[Na+], predict the reaction product. The product is: [C:19]([C:13]1[C:14](=[O:18])[NH:15][C:16]([CH3:17])=[C:11]([C:8]2[CH:9]=[CH:10][C:5]([O:4][CH2:3][C:2]([OH:23])=[O:1])=[CH:6][CH:7]=2)[CH:12]=1)#[N:20]. (5) The product is: [CH2:1]([O:8][CH2:9][C@@H:10]1[N:15]2[C:16]3[C:25]4[C:20](=[CH:21][CH:22]=[CH:23][CH:24]=4)[N:19]=[C:18]([NH2:43])[C:17]=3[N:26]=[C:14]2[CH2:13][O:12][CH2:11]1)[C:2]1[CH:3]=[CH:4][CH:5]=[CH:6][CH:7]=1. Given the reactants [CH2:1]([O:8][CH2:9][C@@H:10]1[N:15]2[C:16]3[C:25]4[C:20](=[CH:21][CH:22]=[CH:23][CH:24]=4)[N:19]=[CH:18][C:17]=3[N:26]=[C:14]2[CH2:13][O:12][CH2:11]1)[C:2]1[CH:7]=[CH:6][CH:5]=[CH:4][CH:3]=1.C1C=C(Cl)C=C(C(OO)=O)C=1.C([O-])(O)=O.[Na+].[NH4+:43].[OH-].C1(S(Cl)(=O)=O)C=CC=CC=1, predict the reaction product. (6) Given the reactants C1(C)C=CC(S(O)(=O)=O)=CC=1.[NH2:12][C@H:13]1[CH2:17][CH2:16][O:15][CH2:14]1.[O:18]1[C:22]2[CH:23]=[CH:24][CH:25]=[CH:26][C:21]=2[O:20][S:19]1(=[O:28])=[O:27].C(N(CC)CC)C, predict the reaction product. The product is: [O:15]1[CH2:16][CH2:17][C@H:13]([NH:12][S:19](=[O:27])(=[O:28])[O:18][C:22]2[CH:23]=[CH:24][CH:25]=[CH:26][C:21]=2[OH:20])[CH2:14]1.